This data is from Reaction yield outcomes from USPTO patents with 853,638 reactions. The task is: Predict the reaction yield, written as a fraction of the theoretical maximum amount of product (1.0 means a 100% yield; for example, 0.34 means a 34% yield). (1) The reactants are [CH3:1][C:2]1[C:6]2[C:7](=[O:19])[N:8]([CH2:11][CH2:12][N:13]3[CH2:18][CH2:17][O:16][CH2:15][CH2:14]3)[CH2:9][CH2:10][C:5]=2[NH:4][C:3]=1[CH:20]=O.[Br:22][C:23]1[CH:31]=[CH:30][CH:29]=[C:28]2[C:24]=1[CH2:25][C:26](=[O:32])[NH:27]2. No catalyst specified. The product is [Br:22][C:23]1[CH:31]=[CH:30][CH:29]=[C:28]2[C:24]=1[C:25](=[CH:20][C:3]1[NH:4][C:5]3[CH2:10][CH2:9][N:8]([CH2:11][CH2:12][N:13]4[CH2:14][CH2:15][O:16][CH2:17][CH2:18]4)[C:7](=[O:19])[C:6]=3[C:2]=1[CH3:1])[C:26](=[O:32])[NH:27]2. The yield is 0.936. (2) The reactants are [OH:1][C:2]1[CH:3]=[C:4]([C:9]([C@@H:11]2[C@:20]3([CH3:21])[C@H:15]([C:16]([CH3:23])([CH3:22])[CH2:17][CH2:18][CH2:19]3)[CH2:14][CH:13]([NH:24]C(=O)OC(C)(C)C)[CH:12]2[CH3:32])=[O:10])[CH:5]=[C:6]([CH3:8])[CH:7]=1.[ClH:33].O1CCOCC1. The catalyst is CO. The product is [ClH:33].[NH2:24][CH:13]1[CH2:14][C@@H:15]2[C@:20]([CH3:21])([CH2:19][CH2:18][CH2:17][C:16]2([CH3:22])[CH3:23])[C@@H:11]([C:9]([C:4]2[CH:3]=[C:2]([OH:1])[CH:7]=[C:6]([CH3:8])[CH:5]=2)=[O:10])[CH:12]1[CH3:32]. The yield is 0.390. (3) The catalyst is ClCCl. The product is [Cl:1][C:2]1[C:3]([O:30][C@@H:31]2[CH2:36][CH2:35][CH2:34][CH2:33][C@@H:32]2[C:37]2[N:41]([CH3:42])[N:40]=[CH:39][CH:38]=2)=[CH:4][C:5]([F:29])=[C:6]([S:8]([NH:11][C:12]2[CH:17]=[CH:16][N:15]=[CH:14][N:13]=2)(=[O:10])=[O:9])[CH:7]=1. The yield is 0.990. The reactants are [Cl:1][C:2]1[C:3]([O:30][C@@H:31]2[CH2:36][CH2:35][CH2:34][CH2:33][C@@H:32]2[C:37]2[N:41]([CH3:42])[N:40]=[CH:39][CH:38]=2)=[CH:4][C:5]([F:29])=[C:6]([S:8]([N:11](CC2C=CC(OC)=CC=2OC)[C:12]2[CH:17]=[CH:16][N:15]=[CH:14][N:13]=2)(=[O:10])=[O:9])[CH:7]=1.C([SiH](CC)CC)C.FC(F)(F)C(O)=O. (4) The reactants are [C:1]1([C:7]2[CH:8]=[C:9]([C:16]([OH:18])=O)[S:10][C:11]=2[C:12]([F:15])([F:14])[F:13])[CH:6]=[CH:5][CH:4]=[CH:3][CH:2]=1.C(Cl)(=O)C(Cl)=O.[C:25]([C:29]1[CH:38]=[CH:37][C:32]([C:33](=[N:35]O)[NH2:34])=[CH:31][CH:30]=1)([O:27][CH3:28])=[O:26]. The catalyst is C(Cl)Cl.CN(C=O)C. The product is [C:25]([C:29]1[CH:38]=[CH:37][C:32]([C:33]2[N:34]=[C:16]([C:9]3[S:10][C:11]([C:12]([F:13])([F:14])[F:15])=[C:7]([C:1]4[CH:2]=[CH:3][CH:4]=[CH:5][CH:6]=4)[CH:8]=3)[O:18][N:35]=2)=[CH:31][CH:30]=1)([O:27][CH3:28])=[O:26]. The yield is 0.650.